Task: Predict the product of the given reaction.. Dataset: Forward reaction prediction with 1.9M reactions from USPTO patents (1976-2016) (1) The product is: [C:1]([C:3]1[CH:4]=[C:5]([N:9]([CH2:23][C:22]2[CH:25]=[CH:26][C:19]([O:18][C:17]([F:16])([F:27])[F:28])=[CH:20][CH:21]=2)[C:10](=[O:13])[CH2:11][CH3:12])[CH:6]=[CH:7][CH:8]=1)#[N:2]. Given the reactants [C:1]([C:3]1[CH:4]=[C:5]([NH:9][C:10](=[O:13])[CH2:11][CH3:12])[CH:6]=[CH:7][CH:8]=1)#[N:2].[H-].[Na+].[F:16][C:17]([F:28])([F:27])[O:18][C:19]1[CH:26]=[CH:25][C:22]([CH2:23]Br)=[CH:21][CH:20]=1.CC(O)C, predict the reaction product. (2) Given the reactants [C:1]([O:5][C:6](=[O:16])[N:7]([C@H:9]1[CH2:14][CH2:13][C@H:12]([OH:15])[CH2:11][CH2:10]1)[CH3:8])([CH3:4])([CH3:3])[CH3:2].[Br:17][CH2:18][CH2:19][CH2:20][CH2:21][CH2:22][CH2:23]Br, predict the reaction product. The product is: [C:1]([O:5][C:6](=[O:16])[N:7]([C@H:9]1[CH2:10][CH2:11][C@H:12]([O:15][CH2:23][CH2:22][CH2:21][CH2:20][CH2:19][CH2:18][Br:17])[CH2:13][CH2:14]1)[CH3:8])([CH3:4])([CH3:2])[CH3:3].